The task is: Predict which catalyst facilitates the given reaction.. This data is from Catalyst prediction with 721,799 reactions and 888 catalyst types from USPTO. (1) Reactant: [OH:1][C:2]1[CH:3]=[C:4]2[C:9](=[CH:10][CH:11]=1)[C:8]([C:12]([OH:14])=[O:13])=[CH:7][CH:6]=[CH:5]2.C([O-])([O-])=O.[Cs+].[Cs+].[F:21][C:22]1[N:27]=[C:26](F)[CH:25]=[CH:24][N:23]=1.Cl. Product: [F:21][C:22]1[N:27]=[C:26]([O:1][C:2]2[CH:3]=[C:4]3[C:9](=[CH:10][CH:11]=2)[C:8]([C:12]([OH:14])=[O:13])=[CH:7][CH:6]=[CH:5]3)[CH:25]=[CH:24][N:23]=1. The catalyst class is: 58. (2) Reactant: [CH2:1]([N:8]1[CH2:12][C:11]([C:13]2[CH:18]=[CH:17][C:16]([Cl:19])=[C:15]([F:20])[CH:14]=2)=[C:10]([C:21]([OH:23])=[O:22])[CH2:9]1)[C:2]1[CH:7]=[CH:6][CH:5]=[CH:4][CH:3]=1.[H][H]. Product: [CH2:1]([N:8]1[CH2:12][C@H:11]([C:13]2[CH:18]=[CH:17][C:16]([Cl:19])=[C:15]([F:20])[CH:14]=2)[C@H:10]([C:21]([OH:23])=[O:22])[CH2:9]1)[C:2]1[CH:7]=[CH:6][CH:5]=[CH:4][CH:3]=1. The catalyst class is: 5. (3) Reactant: [CH:1]1[C:13]2[CH2:12][C:11]3[C:6](=[CH:7][CH:8]=[CH:9][CH:10]=3)[C:5]=2[CH:4]=[C:3](C(O)=O)[CH:2]=1.[OH-:17].[Na+].NN.Cl.[CH2:22]([OH:25])[CH2:23]O. Product: [CH:1]1[C:13]2[CH2:12][C:11]3[C:6](=[CH:7][CH:8]=[CH:9][CH:10]=3)[C:5]=2[CH:4]=[C:3]([CH2:23][C:22]([OH:25])=[O:17])[CH:2]=1. The catalyst class is: 6. (4) Reactant: [CH3:1][O:2][C:3]1[CH:4]=[C:5]([CH2:13][CH2:14][C:15](Cl)=[O:16])[CH:6]=[CH:7][C:8]=1[O:9][CH2:10][C:11]#[CH:12].Cl.[Br:19][C:20]1[CH:27]=[CH:26][C:23]([CH2:24][NH2:25])=[CH:22][CH:21]=1.C(N(CC)CC)C.O1CCCC1. Product: [Br:19][C:20]1[CH:27]=[CH:26][C:23]([CH2:24][NH:25][C:15](=[O:16])[CH2:14][CH2:13][C:5]2[CH:6]=[CH:7][C:8]([O:9][CH2:10][C:11]#[CH:12])=[C:3]([O:2][CH3:1])[CH:4]=2)=[CH:22][CH:21]=1. The catalyst class is: 6. (5) The catalyst class is: 8. Reactant: [CH3:1][N:2]1[CH2:22][CH2:21][C:5]2[N:6]([CH2:14][CH2:15][C:16]([O:18]CC)=[O:17])[C:7]3[CH:8]=[CH:9][C:10]([CH3:13])=[CH:11][C:12]=3[C:4]=2[CH2:3]1.[OH-].[Na+].Cl. Product: [CH3:1][N:2]1[CH2:22][CH2:21][C:5]2[N:6]([CH2:14][CH2:15][C:16]([OH:18])=[O:17])[C:7]3[CH:8]=[CH:9][C:10]([CH3:13])=[CH:11][C:12]=3[C:4]=2[CH2:3]1.